From a dataset of Reaction yield outcomes from USPTO patents with 853,638 reactions. Predict the reaction yield, written as a fraction of the theoretical maximum amount of product (1.0 means a 100% yield; for example, 0.34 means a 34% yield). (1) The reactants are [NH2:1][C:2]1[CH:31]=[CH:30][C:5]([C:6]([N:8]2[C:17]3[C:12](=[CH:13][CH:14]=[CH:15][CH:16]=3)[C@H:11]([N:18]([C:23]3[CH:28]=[CH:27][CH:26]=[CH:25][CH:24]=3)[C:19](=[O:22])[CH2:20][CH3:21])[CH2:10][C@@H:9]2[CH3:29])=[O:7])=[CH:4][CH:3]=1.C(O)(=O)CC.[CH:37]1[CH:42]=[CH:41][CH:40]=[CH:39][CH:38]=1. No catalyst specified. The product is [CH3:40][C:39]1[N:1]([C:2]2[CH:3]=[CH:4][C:5]([C:6]([N:8]3[C:17]4[C:12](=[CH:13][CH:14]=[CH:15][CH:16]=4)[C@H:11]([N:18]([C:23]4[CH:24]=[CH:25][CH:26]=[CH:27][CH:28]=4)[C:19](=[O:22])[CH2:20][CH3:21])[CH2:10][C@@H:9]3[CH3:29])=[O:7])=[CH:30][CH:31]=2)[C:42]([CH3:41])=[CH:37][CH:38]=1. The yield is 0.800. (2) The product is [OH:1][C:2]1[CH:7]=[CH:6][N:5]2[N:8]=[CH:9][C:10]([C:11]([OH:13])=[O:12])=[C:4]2[N:3]=1. The yield is 0.680. The reactants are [OH:1][C:2]1[CH:7]=[CH:6][N:5]2[N:8]=[CH:9][C:10]([C:11]([O:13]CC)=[O:12])=[C:4]2[N:3]=1.C1COCC1.O.[OH-].[Li+]. The catalyst is CO. (3) The reactants are [C:1]1([NH:7][NH2:8])[CH:6]=[CH:5][CH:4]=[CH:3][CH:2]=1.[C:9](OCC)(=[O:14])[CH2:10][C:11]([CH3:13])=O. The catalyst is C1(C)C=CC=CC=1. The product is [CH3:13][C:11]1[NH:8][N:7]([C:1]2[CH:6]=[CH:5][CH:4]=[CH:3][CH:2]=2)[C:9](=[O:14])[CH:10]=1. The yield is 0.710. (4) The yield is 0.289. The catalyst is Cl.O. The reactants are [F:1][C:2]([F:11])([F:10])[C:3]1[CH:4]=[C:5]([CH:7]=[CH:8][CH:9]=1)[NH2:6].[CH:12](=O)/[CH:13]=[CH:14]/[CH3:15].C(OCC)(=O)C. The product is [CH3:15][C:14]1[CH:13]=[CH:12][C:7]2[C:5](=[CH:4][C:3]([C:2]([F:10])([F:11])[F:1])=[CH:9][CH:8]=2)[N:6]=1. (5) The reactants are [F:1][C:2]([F:31])([F:30])[C:3]1[CH:4]=[C:5]([C@H:13]2[O:17][C:16](=[O:18])[N:15]([CH2:19][C:20]3[C:25]([Br:26])=[CH:24][N:23]=[C:22](SC)[N:21]=3)[C@H:14]2[CH3:29])[CH:6]=[C:7]([C:9]([F:12])([F:11])[F:10])[CH:8]=1.[S:32]([O-:37])(O[O-])(=O)=[O:33].[K+].[K+].[CH3:40]OC(C)(C)C. The catalyst is C(#N)C.O. The product is [F:12][C:9]([F:10])([F:11])[C:7]1[CH:6]=[C:5]([C@H:13]2[O:17][C:16](=[O:18])[N:15]([CH2:19][C:20]3[C:25]([Br:26])=[CH:24][N:23]=[C:22]([S:32]([CH3:40])(=[O:37])=[O:33])[N:21]=3)[C@H:14]2[CH3:29])[CH:4]=[C:3]([C:2]([F:1])([F:31])[F:30])[CH:8]=1. The yield is 0.960.